Dataset: Forward reaction prediction with 1.9M reactions from USPTO patents (1976-2016). Task: Predict the product of the given reaction. Given the reactants [Cl:1][CH:2]([Cl:6])[C:3]([CH3:5])=O.[CH2:7]([SH:11])[CH2:8][CH2:9][SH:10], predict the reaction product. The product is: [CH3:5][C:3]1([CH:2]([Cl:6])[Cl:1])[S:11][CH2:7][CH2:8][CH2:9][S:10]1.